This data is from Reaction yield outcomes from USPTO patents with 853,638 reactions. The task is: Predict the reaction yield, written as a fraction of the theoretical maximum amount of product (1.0 means a 100% yield; for example, 0.34 means a 34% yield). (1) The reactants are N(OCCCC)=O.[C:8]([O:16][C@@H:17]1[C@H:21]([O:22][C:23](=[O:30])[C:24]2[CH:29]=[CH:28][CH:27]=[CH:26][CH:25]=2)[C@@H:20]([C:31]([NH:33][CH2:34][CH3:35])=[O:32])[O:19][C@H:18]1[N:36]1[CH:44]=[N:43][C:42]2[C:37]1=[N:38][C:39](N)=[N:40][C:41]=2[Cl:45])(=[O:15])[C:9]1[CH:14]=[CH:13][CH:12]=[CH:11][CH:10]=1.II.[I:49]CI. The catalyst is C1COCC1.[Cu]I. The product is [C:8]([O:16][C@@H:17]1[C@H:21]([O:22][C:23](=[O:30])[C:24]2[CH:29]=[CH:28][CH:27]=[CH:26][CH:25]=2)[C@@H:20]([C:31]([NH:33][CH2:34][CH3:35])=[O:32])[O:19][C@H:18]1[N:36]1[CH:44]=[N:43][C:42]2[C:37]1=[N:38][C:39]([I:49])=[N:40][C:41]=2[Cl:45])(=[O:15])[C:9]1[CH:14]=[CH:13][CH:12]=[CH:11][CH:10]=1. The yield is 0.780. (2) The reactants are [OH:1][C@H:2]1[CH2:19][CH2:18][C@@:17]2([CH3:20])[C@@H:4]([CH2:5][CH2:6][C@:7]3([CH3:38])[C@@H:16]2[CH2:15][CH2:14][C@H:13]2[C@@:8]3([CH3:37])[CH2:9][CH2:10][C@@:11]3([C:27]([O:29][CH2:30][C:31]4[CH:36]=[CH:35][CH:34]=[CH:33][CH:32]=4)=[O:28])[CH2:23][CH2:22][C@@H:21]([C:24]([CH3:26])=[CH2:25])[C@@H:12]32)[C:3]1([CH3:40])[CH3:39].C1C=C[NH+]=CC=1.[O-][Cr](Cl)(=O)=O. The catalyst is ClCCl. The product is [CH3:37][C@:8]12[C@@:7]3([CH3:38])[C@@H:16]([C@:17]4([CH3:20])[C@@H:4]([CH2:5][CH2:6]3)[C:3]([CH3:39])([CH3:40])[C:2](=[O:1])[CH2:19][CH2:18]4)[CH2:15][CH2:14][C@@H:13]1[C@H:12]1[C@H:21]([C:24]([CH3:26])=[CH2:25])[CH2:22][CH2:23][C@:11]1([C:27]([O:29][CH2:30][C:31]1[CH:32]=[CH:33][CH:34]=[CH:35][CH:36]=1)=[O:28])[CH2:10][CH2:9]2. The yield is 0.980. (3) The reactants are Br[C:2]1[CH:3]=[C:4]([CH:32]=[CH:33][CH:34]=1)[O:5][C:6]1[CH:11]=[CH:10][C:9]([C:12]2[N:16]([CH:17]3[CH2:22][CH2:21][CH2:20][CH2:19][CH2:18]3)[C:15]3[CH:23]=[CH:24][C:25]([C:27]([O:29][CH2:30][CH3:31])=[O:28])=[CH:26][C:14]=3[N:13]=2)=[CH:8][CH:7]=1.[Cl:35][C:36]1[CH:37]=[C:38](B(O)O)[CH:39]=[CH:40][CH:41]=1. No catalyst specified. The product is [Cl:35][C:36]1[CH:41]=[C:40]([C:2]2[CH:3]=[C:4]([CH:32]=[CH:33][CH:34]=2)[O:5][C:6]2[CH:11]=[CH:10][C:9]([C:12]3[N:16]([CH:17]4[CH2:18][CH2:19][CH2:20][CH2:21][CH2:22]4)[C:15]4[CH:23]=[CH:24][C:25]([C:27]([O:29][CH2:30][CH3:31])=[O:28])=[CH:26][C:14]=4[N:13]=3)=[CH:8][CH:7]=2)[CH:39]=[CH:38][CH:37]=1. The yield is 0.850. (4) The catalyst is C(Cl)Cl.C1(C)C=CC=CC=1. The reactants are C1C=C(Cl)C=C(C(OO)=O)C=1.[Cl:12][C:13]1[CH:18]=[CH:17][CH:16]=[C:15]([Cl:19])[C:14]=1[N:20]1[CH:31]=[CH:30][C:23]2[N:24]=[C:25](SC)[N:26]=[CH:27][C:22]=2[C:21]1=[O:32].CCN(C(C)C)C(C)C.[NH2:42][C:43]1[CH:48]=[CH:47][C:46]([N:49]2[CH2:54][CH2:53][N:52]([C:55]([O:57][C:58]([CH3:61])([CH3:60])[CH3:59])=[O:56])[CH2:51][CH2:50]2)=[C:45]([CH3:62])[CH:44]=1. The product is [Cl:12][C:13]1[CH:18]=[CH:17][CH:16]=[C:15]([Cl:19])[C:14]=1[N:20]1[CH:31]=[CH:30][C:23]2[N:24]=[C:25]([NH:42][C:43]3[CH:48]=[CH:47][C:46]([N:49]4[CH2:54][CH2:53][N:52]([C:55]([O:57][C:58]([CH3:60])([CH3:59])[CH3:61])=[O:56])[CH2:51][CH2:50]4)=[C:45]([CH3:62])[CH:44]=3)[N:26]=[CH:27][C:22]=2[C:21]1=[O:32]. The yield is 0.690. (5) The reactants are CO[C:3](=[O:25])[C:4]1[CH:9]=[CH:8][C:7]([I:10])=[CH:6][C:5]=1[NH:11][S:12]([C:15]1[C:16]2[N:17]=[CH:18][CH:19]=[N:20][C:21]=2[CH:22]=[CH:23][CH:24]=1)(=[O:14])=[O:13].[NH2:26][C:27]1C=[C:35](I)[CH:34]=[CH:33][C:28]=1C(OC)=O.N1C2C=CC=C(S(Cl)(=O)=O)C=2N=CC=1.N1C=CC=CC=1. The catalyst is C(Cl)Cl. The product is [I:10][C:7]1[CH:8]=[CH:9][C:4]([C:3]([N:26]2[CH2:27][CH2:28][CH2:33][CH2:34][CH2:35]2)=[O:25])=[C:5]([NH:11][S:12]([C:15]2[C:16]3[N:17]=[CH:18][CH:19]=[N:20][C:21]=3[CH:22]=[CH:23][CH:24]=2)(=[O:14])=[O:13])[CH:6]=1. The yield is 0.770.